From a dataset of Reaction yield outcomes from USPTO patents with 853,638 reactions. Predict the reaction yield, written as a fraction of the theoretical maximum amount of product (1.0 means a 100% yield; for example, 0.34 means a 34% yield). The reactants are [OH:1][CH2:2][CH2:3][C:4]1([NH:7][C:8](=[O:14])[O:9][C:10]([CH3:13])([CH3:12])[CH3:11])[CH2:6][CH2:5]1.C(Cl)Cl.[OH2:18].CC#N. The catalyst is O. The product is [C:10]([O:9][C:8]([NH:7][C:4]1([CH2:3][C:2]([OH:18])=[O:1])[CH2:5][CH2:6]1)=[O:14])([CH3:11])([CH3:13])[CH3:12]. The yield is 0.900.